Dataset: Reaction yield outcomes from USPTO patents with 853,638 reactions. Task: Predict the reaction yield, written as a fraction of the theoretical maximum amount of product (1.0 means a 100% yield; for example, 0.34 means a 34% yield). (1) The reactants are Br[C:2]1[CH:9]=[C:8]([CH3:10])[CH:7]=[CH:6][C:3]=1[C:4]#[N:5].C([Cu])#[N:12].[NH4+].[OH-]. The catalyst is CN1C(=O)CCC1. The product is [NH2:12][C:2]1[CH:9]=[C:8]([CH3:10])[CH:7]=[CH:6][C:3]=1[C:4]#[N:5]. The yield is 0.880. (2) The reactants are [Cl:1][C:2]1[CH:3]=[C:4]([C:9]2[CH:10]=[N:11][CH:12]=[CH:13][CH:14]=2)[CH:5]=[C:6]([Cl:8])[CH:7]=1. The catalyst is CO.Cl.O=[Pt]=O. The product is [ClH:1].[Cl:1][C:2]1[CH:3]=[C:4]([CH:9]2[CH2:14][CH2:13][CH2:12][NH:11][CH2:10]2)[CH:5]=[C:6]([Cl:8])[CH:7]=1. The yield is 0.920.